This data is from Full USPTO retrosynthesis dataset with 1.9M reactions from patents (1976-2016). The task is: Predict the reactants needed to synthesize the given product. (1) Given the product [CH3:6][O:5][C:3]([CH:2]1[CH2:7][CH2:8][N:10]1[CH:11]1[CH2:16][CH2:15][O:14][CH2:13][CH2:12]1)=[O:4], predict the reactants needed to synthesize it. The reactants are: Br[CH:2]([CH2:7][CH2:8]Br)[C:3]([O:5][CH3:6])=[O:4].[NH2:10][CH:11]1[CH2:16][CH2:15][O:14][CH2:13][CH2:12]1. (2) Given the product [CH3:1][O:2][C:3]([C@@H:5]1[CH2:13][C@H:12]2[C@H:7]([CH2:8][CH2:9][CH2:10][CH2:11]2)[N:6]1[CH3:14])=[O:4], predict the reactants needed to synthesize it. The reactants are: [CH3:1][O:2][C:3]([C@@H:5]1[CH2:13][C@H:12]2[C@H:7]([CH2:8][CH2:9][CH2:10][CH2:11]2)[NH:6]1)=[O:4].[C:14]([O-])(=O)C.[Na+].C=O. (3) Given the product [CH3:1][NH:2][C:3]([C:5]1[CH:10]=[C:9]([O:11][C:12]2[CH:13]=[CH:14][C:15]3[O:19][C@@H:18]4[C@@H:20]([C:21]([N:46]=[N+:47]=[N-:48])=[O:23])[C@@H:17]4[C:16]=3[CH:24]=2)[CH:8]=[CH:7][N:6]=1)=[O:4], predict the reactants needed to synthesize it. The reactants are: [CH3:1][NH:2][C:3]([C:5]1[CH:10]=[C:9]([O:11][C:12]2[CH:13]=[CH:14][C:15]3[O:19][C@@H:18]4[C@@H:20]([C:21]([OH:23])=O)[C@@H:17]4[C:16]=3[CH:24]=2)[CH:8]=[CH:7][N:6]=1)=[O:4].CCN(CC)CC.C1C=CC(P([N:46]=[N+:47]=[N-:48])(C2C=CC=CC=2)=O)=CC=1.O. (4) Given the product [Cl:21][C:22]1[CH:23]=[CH:24][C:25]([CH3:29])=[C:26]([O:28][C:2]2[CH:7]=[CH:6][C:5]([N+:8]([O-:10])=[O:9])=[CH:4][C:3]=2[CH3:11])[CH:27]=1, predict the reactants needed to synthesize it. The reactants are: I[C:2]1[CH:7]=[CH:6][C:5]([N+:8]([O-:10])=[O:9])=[CH:4][C:3]=1[CH3:11].BrC1C=CC(F)=CC=1C.[Cl:21][C:22]1[CH:23]=[CH:24][C:25]([CH3:29])=[C:26]([OH:28])[CH:27]=1.